This data is from Reaction yield outcomes from USPTO patents with 853,638 reactions. The task is: Predict the reaction yield, written as a fraction of the theoretical maximum amount of product (1.0 means a 100% yield; for example, 0.34 means a 34% yield). (1) The reactants are [CH3:1][O:2][C:3]1[CH:28]=[CH:27][C:6]([CH2:7][N:8]2[C:12]3=[N:13][CH:14]=[CH:15][C:16]([O:17][C:18]4[CH:23]=[CH:22][C:21]([NH2:24])=[CH:20][C:19]=4[F:25])=[C:11]3[C:10](I)=[N:9]2)=[CH:5][CH:4]=1.[CH3:29][N:30]1[CH2:35][CH2:34][NH:33][CH2:32][CH2:31]1.N1CCC[C@H]1C(O)=O.C([O-])([O-])=O.[K+].[K+]. The catalyst is [Cu]I.CS(C)=O. The product is [F:25][C:19]1[CH:20]=[C:21]([CH:22]=[CH:23][C:18]=1[O:17][C:16]1[CH:15]=[CH:14][N:13]=[C:12]2[N:8]([CH2:7][C:6]3[CH:27]=[CH:28][C:3]([O:2][CH3:1])=[CH:4][CH:5]=3)[N:9]=[C:10]([N:33]3[CH2:34][CH2:35][N:30]([CH3:29])[CH2:31][CH2:32]3)[C:11]=12)[NH2:24]. The yield is 0.390. (2) The reactants are [CH2:1]([C:4]1[CH:9]=[CH:8][C:7]([C:10]([F:13])([F:12])[F:11])=[CH:6][C:5]=1[OH:14])[CH:2]=[CH2:3].C(C1C(C(F)(F)F)=CC=CC=1O)C=C.[H][H]. The catalyst is CO.CCOC(C)=O.[Pd]. The product is [CH2:1]([C:4]1[CH:9]=[CH:8][C:7]([C:10]([F:12])([F:13])[F:11])=[CH:6][C:5]=1[OH:14])[CH2:2][CH3:3]. The yield is 0.870.